Dataset: Forward reaction prediction with 1.9M reactions from USPTO patents (1976-2016). Task: Predict the product of the given reaction. (1) Given the reactants [CH:1]1([N:8]2[C:13]3[N:14]=[C:15]([S:19][CH3:20])[N:16]=[C:17]([CH3:18])[C:12]=3[CH:11]=[CH:10][C:9]2=[O:21])[CH2:7][CH2:6][CH2:5][CH2:4][CH2:3][CH2:2]1.C1(S(N2C(C3C=CC=CC=3)O2)(=O)=[O:29])C=CC=CC=1, predict the reaction product. The product is: [CH:1]1([N:8]2[C:13]3[N:14]=[C:15]([S:19]([CH3:20])=[O:29])[N:16]=[C:17]([CH3:18])[C:12]=3[CH:11]=[CH:10][C:9]2=[O:21])[CH2:2][CH2:3][CH2:4][CH2:5][CH2:6][CH2:7]1. (2) Given the reactants Br[C:2]1[N:7]=[C:6]([NH:8][CH2:9][C:10]2[CH:15]=[CH:14][CH:13]=[C:12]([F:16])[CH:11]=2)[CH:5]=[CH:4][CH:3]=1.[Cl:17][C:18]1[C:19](B(O)O)=[CH:20][C:21]([F:24])=[N:22][CH:23]=1.COCCOC.C(=O)([O-])[O-].[Na+].[Na+], predict the reaction product. The product is: [Cl:17][C:18]1[C:19]([C:2]2[CH:3]=[CH:4][CH:5]=[C:6]([NH:8][CH2:9][C:10]3[CH:15]=[CH:14][CH:13]=[C:12]([F:16])[CH:11]=3)[N:7]=2)=[CH:20][C:21]([F:24])=[N:22][CH:23]=1. (3) Given the reactants [CH2:1]([O:3][C:4]1[CH:14]=[CH:13][C:12]([CH3:15])=[CH:11][C:5]=1[C:6]([O:8]CC)=[O:7])[CH3:2].[OH-].[Na+], predict the reaction product. The product is: [CH2:1]([O:3][C:4]1[CH:14]=[CH:13][C:12]([CH3:15])=[CH:11][C:5]=1[C:6]([OH:8])=[O:7])[CH3:2]. (4) Given the reactants [C:1]1([NH:7]N)[CH:6]=[CH:5][CH:4]=[CH:3][CH:2]=1.[N:9]1[CH:14]=[CH:13][CH:12]=[C:11]([C:15](=O)[CH2:16][CH2:17][CH3:18])[CH:10]=1.Cl, predict the reaction product. The product is: [CH2:17]([C:16]1[C:6]2[C:1](=[CH:2][CH:3]=[CH:4][CH:5]=2)[NH:7][C:15]=1[C:11]1[CH:10]=[N:9][CH:14]=[CH:13][CH:12]=1)[CH3:18]. (5) The product is: [Cl:1][C:2]1[CH:3]=[CH:4][C:5]2[O:9][C:8]([C:10]3[CH:11]=[CH:12][C:13]4[N:17]([CH:18]5[CH2:19][CH2:20][O:21][CH2:22][CH2:23]5)[CH:25]=[N:15][C:14]=4[CH:16]=3)=[N:7][C:6]=2[CH:24]=1. Given the reactants [Cl:1][C:2]1[CH:3]=[CH:4][C:5]2[O:9][C:8]([C:10]3[CH:11]=[CH:12][C:13]([NH:17][CH:18]4[CH2:23][CH2:22][O:21][CH2:20][CH2:19]4)=[C:14]([CH:16]=3)[NH2:15])=[N:7][C:6]=2[CH:24]=1.[C:25]1(C)C=CC(S(O)(=O)=O)=CC=1.C(=O)([O-])O.[Na+], predict the reaction product. (6) Given the reactants [CH3:1][C:2]([O:5][C:6]([NH:8][C@@H:9]1[C@H:14]([NH2:15])[CH2:13][CH2:12][CH2:11][CH2:10]1)=[O:7])([CH3:4])[CH3:3].C(=O)([O-])[O-].[K+].[K+].Br[CH2:23][CH2:24][CH2:25][CH2:26]Br, predict the reaction product. The product is: [C:2]([O:5][C:6](=[O:7])[NH:8][C@@H:9]1[CH2:10][CH2:11][CH2:12][CH2:13][C@@H:14]1[N:15]1[CH2:26][CH2:25][CH2:24][CH2:23]1)([CH3:1])([CH3:3])[CH3:4]. (7) Given the reactants [Cl:1][C:2]1[N:7]=[C:6](Cl)[C:5]([N+:9]([O-:11])=[O:10])=[CH:4][N:3]=1.[CH3:12][O-:13].[K+], predict the reaction product. The product is: [Cl:1][C:2]1[N:7]=[C:6]([O:13][CH3:12])[C:5]([N+:9]([O-:11])=[O:10])=[CH:4][N:3]=1.